From a dataset of Forward reaction prediction with 1.9M reactions from USPTO patents (1976-2016). Predict the product of the given reaction. (1) Given the reactants C([Li])CCC.CCCCCC.C(NC(C)C)(C)C.[C:19]([O:24][CH2:25][CH2:26][Si:27]([CH3:30])([CH3:29])[CH3:28])(=[O:23])[CH:20]([CH3:22])[CH3:21].[N:31]1[CH:36]=[CH:35][C:34]([CH:37]=[O:38])=[CH:33][CH:32]=1.[Cl-].[NH4+], predict the reaction product. The product is: [CH3:21][C:20]([CH3:22])([CH:37]([OH:38])[C:34]1[CH:35]=[CH:36][N:31]=[CH:32][CH:33]=1)[C:19]([O:24][CH2:25][CH2:26][Si:27]([CH3:29])([CH3:28])[CH3:30])=[O:23]. (2) Given the reactants C[O:2][C:3](=[O:21])[CH2:4][CH2:5][N:6]1[C:11]2[CH:12]=[CH:13][CH:14]=[C:15]([CH3:16])[C:10]=2[O:9][CH:8]([CH:17]([CH3:19])[CH3:18])[C:7]1=[O:20].[OH-].[Na+], predict the reaction product. The product is: [CH:17]([CH:8]1[C:7](=[O:20])[N:6]([CH2:5][CH2:4][C:3]([OH:21])=[O:2])[C:11]2[CH:12]=[CH:13][CH:14]=[C:15]([CH3:16])[C:10]=2[O:9]1)([CH3:19])[CH3:18]. (3) Given the reactants Cl[C:2]1[N:11]=[C:10]([Cl:12])[CH:9]=[C:8]([C:13]#[N:14])[C:3]=1[C:4]([O:6][CH3:7])=[O:5].C(N(CC)CC)C.[NH2:22][C:23]1[CH:28]=[CH:27][CH:26]=[C:25]([CH3:29])[CH:24]=1.O, predict the reaction product. The product is: [Cl:12][C:10]1[CH:9]=[C:8]([C:13]#[N:14])[C:3]([C:4]([O:6][CH3:7])=[O:5])=[C:2]([NH:22][C:23]2[CH:24]=[C:25]([CH3:29])[CH:26]=[CH:27][CH:28]=2)[N:11]=1. (4) Given the reactants [CH3:1][O:2][CH2:3][C:4]1[NH:8][C:7]2[CH:9]=[C:10]([NH:16][C:17]([C:19]3[CH:24]=[CH:23][CH:22]=[CH:21][C:20]=3[C:25]([F:28])([F:27])[F:26])=[O:18])[CH:11]=[C:12]([C:13]([OH:15])=O)[C:6]=2[N:5]=1.CN(C(ON1N=NC2C=CC=CC1=2)=[N+](C)C)C.F[P-](F)(F)(F)(F)F.[Cl:53][C:54]1[C:55]([CH3:61])=[C:56]([CH:58]=[CH:59][CH:60]=1)[NH2:57].C(=O)(O)[O-].[Na+], predict the reaction product. The product is: [Cl:53][C:54]1[C:55]([CH3:61])=[C:56]([NH:57][C:13]([C:12]2[C:6]3[N:5]=[C:4]([CH2:3][O:2][CH3:1])[NH:8][C:7]=3[CH:9]=[C:10]([NH:16][C:17]([C:19]3[CH:24]=[CH:23][CH:22]=[CH:21][C:20]=3[C:25]([F:26])([F:28])[F:27])=[O:18])[CH:11]=2)=[O:15])[CH:58]=[CH:59][CH:60]=1. (5) The product is: [C:12]([O:11][C:10]([N:9]([CH2:8][C:4]1[CH:5]=[CH:6][CH:7]=[C:2]([C:24]2[CH2:28][CH2:27][CH2:26][CH:25]=2)[CH:3]=1)[C:17](=[O:18])[O:19][C:20]([CH3:23])([CH3:22])[CH3:21])=[O:16])([CH3:15])([CH3:14])[CH3:13]. Given the reactants Br[C:2]1[CH:3]=[C:4]([CH2:8][N:9]([C:17]([O:19][C:20]([CH3:23])([CH3:22])[CH3:21])=[O:18])[C:10](=[O:16])[O:11][C:12]([CH3:15])([CH3:14])[CH3:13])[CH:5]=[CH:6][CH:7]=1.[C:24]1(B2OC(C)(C)C(C)(C)O2)[CH2:28][CH2:27][CH2:26][CH:25]=1.C(=O)([O-])[O-].[Na+].[Na+].C(OCC)(=O)C, predict the reaction product. (6) Given the reactants [C:1]([O:5][C:6](=[O:28])[CH:7]([NH:11][S:12]([C:15]1[CH:20]=[CH:19][C:18]([C:21]2[CH:26]=[CH:25][C:24]([OH:27])=[CH:23][CH:22]=2)=[CH:17][CH:16]=1)(=[O:14])=[O:13])[CH:8]([CH3:10])[CH3:9])([CH3:4])([CH3:3])[CH3:2].[F:29][C:30]1[CH:35]=[CH:34][C:33]([N:36]=[C:37]=[O:38])=[CH:32][CH:31]=1.CCN(CC)CC, predict the reaction product. The product is: [C:1]([O:5][C:6](=[O:28])[CH:7]([NH:11][S:12]([C:15]1[CH:16]=[CH:17][C:18]([C:21]2[CH:22]=[CH:23][C:24]([O:27][C:37](=[O:38])[NH:36][C:33]3[CH:34]=[CH:35][C:30]([F:29])=[CH:31][CH:32]=3)=[CH:25][CH:26]=2)=[CH:19][CH:20]=1)(=[O:14])=[O:13])[CH:8]([CH3:10])[CH3:9])([CH3:3])([CH3:4])[CH3:2]. (7) Given the reactants C(O[C:6]([N:8]1[CH2:12][C:11](=[N:13][O:14][CH3:15])[CH2:10][C@H:9]1[C:16]([OH:18])=O)=[O:7])(C)(C)C.[CH3:19][O:20][C:21]1[CH:26]=[CH:25][CH:24]=[CH:23][C:22]=1[C:27]1[CH:32]=[CH:31][C:30](C(O)=O)=[CH:29][CH:28]=1.[NH2:36][C@@H:37]1[CH2:42][CH2:41][CH2:40][CH2:39][C@H:38]1[CH2:43][OH:44], predict the reaction product. The product is: [OH:44][CH2:43][C@@H:38]1[CH2:39][CH2:40][CH2:41][CH2:42][C@H:37]1[NH:36][C:16]([C@@H:9]1[CH2:10][C:11](=[N:13][O:14][CH3:15])[CH2:12][N:8]1[C:6]([C:30]1[CH:29]=[CH:28][C:27]([C:22]2[CH:23]=[CH:24][CH:25]=[CH:26][C:21]=2[O:20][CH3:19])=[CH:32][CH:31]=1)=[O:7])=[O:18]. (8) Given the reactants [CH2:1]([C:3]1[CH:8]=[CH:7][C:6](B(O)O)=[CH:5][CH:4]=1)[CH3:2].Br[C:13]1[S:17][C:16]([S:18]([N:21]2[CH:25]=[CH:24][CH:23]=[CH:22]2)(=[O:20])=[O:19])=[CH:15][CH:14]=1, predict the reaction product. The product is: [CH2:1]([C:3]1[CH:8]=[CH:7][C:6]([C:13]2[S:17][C:16]([S:18]([N:21]3[CH:25]=[CH:24][CH:23]=[CH:22]3)(=[O:19])=[O:20])=[CH:15][CH:14]=2)=[CH:5][CH:4]=1)[CH3:2]. (9) Given the reactants [N+:1]([C:4]1[CH:5]=[C:6]([C:13]2[CH:17]=[C:16]([OH:18])[N:15]([CH3:19])[N:14]=2)[CH:7]=[C:8]([N+:10]([O-:12])=[O:11])[CH:9]=1)([O-:3])=[O:2].[OH-].[Na+].[CH2:22]=O.[C:24]1([CH3:33])[CH:29]=[CH:28][C:27]([S:30]([O-:32])=[O:31])=[CH:26][CH:25]=1.[Na+].Cl, predict the reaction product. The product is: [N+:1]([C:4]1[CH:5]=[C:6]([C:13]2[C:17]([CH2:22][S:30]([C:27]3[CH:28]=[CH:29][C:24]([CH3:33])=[CH:25][CH:26]=3)(=[O:32])=[O:31])=[C:16]([OH:18])[N:15]([CH3:19])[N:14]=2)[CH:7]=[C:8]([N+:10]([O-:12])=[O:11])[CH:9]=1)([O-:3])=[O:2]. (10) Given the reactants [CH2:1]1[C:3]([NH2:7])([C:4]([OH:6])=[O:5])[CH2:2]1.[C:8]1([CH2:14][CH2:15][CH2:16][C:17]([O:19][CH2:20][CH2:21][O:22][C:23](ON2C(=O)CCC2=O)=[O:24])=[O:18])[CH:13]=[CH:12][CH:11]=[CH:10][CH:9]=1, predict the reaction product. The product is: [C:8]1([CH2:14][CH2:15][CH2:16][C:17]([O:19][CH2:20][CH2:21][O:22][C:23]([NH:7][C:3]2([C:4]([OH:6])=[O:5])[CH2:2][CH2:1]2)=[O:24])=[O:18])[CH:9]=[CH:10][CH:11]=[CH:12][CH:13]=1.